The task is: Predict which catalyst facilitates the given reaction.. This data is from Catalyst prediction with 721,799 reactions and 888 catalyst types from USPTO. (1) The catalyst class is: 2. Reactant: [C:1]([O:5][C:6]([N:8]1[CH2:12][C@H:11]([CH2:13][NH:14][CH:15]([CH3:17])[CH3:16])[C@@H:10]([CH2:18][C:19]2[CH:24]=[CH:23][CH:22]=[CH:21][CH:20]=2)[CH2:9]1)=[O:7])([CH3:4])([CH3:3])[CH3:2].C1C=CC2N(O)N=NC=2C=1.CCN=C=NCCCN(C)C.[CH2:46]([O:53][CH2:54][CH2:55][O:56][C:57]1[CH:58]=[C:59]([CH:63]=[CH:64][C:65]=1[O:66][CH3:67])[C:60](O)=[O:61])[C:47]1[CH:52]=[CH:51][CH:50]=[CH:49][CH:48]=1. Product: [C:1]([O:5][C:6]([N:8]1[CH2:12][C@H:11]([CH2:13][N:14]([C:60](=[O:61])[C:59]2[CH:63]=[CH:64][C:65]([O:66][CH3:67])=[C:57]([O:56][CH2:55][CH2:54][O:53][CH2:46][C:47]3[CH:48]=[CH:49][CH:50]=[CH:51][CH:52]=3)[CH:58]=2)[CH:15]([CH3:16])[CH3:17])[C@@H:10]([CH2:18][C:19]2[CH:20]=[CH:21][CH:22]=[CH:23][CH:24]=2)[CH2:9]1)=[O:7])([CH3:3])([CH3:4])[CH3:2]. (2) Product: [CH3:1][S:2][C:3]1[N:4]=[CH:5][C:6]([CH2:9][C:11]2[C:19]3[CH:18]=[N:17][CH:16]=[N:15][C:14]=3[NH:13][CH:12]=2)=[CH:7][N:8]=1. The catalyst class is: 26. Reactant: [CH3:1][S:2][C:3]1[N:8]=[CH:7][C:6]([CH:9]([C:11]2[C:19]3[CH:18]=[N:17][CH:16]=[N:15][C:14]=3[N:13]([Si](C(C)C)(C(C)C)C(C)C)[CH:12]=2)O)=[CH:5][N:4]=1.C([SiH](CC)CC)C.FC(F)(F)C(O)=O.